From a dataset of Catalyst prediction with 721,799 reactions and 888 catalyst types from USPTO. Predict which catalyst facilitates the given reaction. (1) Reactant: [O:1]1[C:5]2[CH:6]=[CH:7][CH:8]=[C:9]([C:10]([CH3:21])([CH3:20])[CH2:11][C:12]([OH:19])([C:15]([F:18])([F:17])[F:16])[CH:13]=O)[C:4]=2[O:3][CH2:2]1.[NH2:22][C:23]1[CH:32]=[CH:31][C:30](F)=[C:29]2[C:24]=1[CH:25]=[N:26][C:27]([CH3:34])=[N:28]2.CCCCCC.C(OCC)(=O)C. Product: [O:1]1[C:5]2[CH:6]=[CH:7][CH:8]=[C:9]([C:10]([CH3:21])([CH3:20])[CH2:11][C:12]([C:15]([F:16])([F:17])[F:18])([OH:19])[CH:13]=[N:22][C:23]3[CH:32]=[CH:31][CH:30]=[C:29]4[C:24]=3[CH:25]=[N:26][C:27]([CH3:34])=[N:28]4)[C:4]=2[O:3][CH2:2]1. The catalyst class is: 11. (2) Reactant: Br.Br.Br.[CH2:4]([C:6]1[C:7]([C:14]2[CH:22]=[C:21]3[C:17]([C:18]([C:23]4[NH:24][C:25]5[CH2:30][CH2:29][NH:28][CH2:27][C:26]=5[N:31]=4)=[N:19][NH:20]3)=[CH:16][CH:15]=2)=[CH:8][C:9]([F:13])=[C:10]([OH:12])[CH:11]=1)[CH3:5].[C:32]([C:34]1[CH:42]=[CH:41][C:37]([C:38](Cl)=[O:39])=[CH:36][N:35]=1)#[N:33].CCN(C(C)C)C(C)C.C(=O)([O-])O.[Na+]. Product: [CH2:4]([C:6]1[CH:11]=[C:10]([OH:12])[C:9]([F:13])=[CH:8][C:7]=1[C:14]1[CH:22]=[C:21]2[C:17]([C:18]([C:23]3[NH:24][C:25]4[CH2:30][CH2:29][N:28]([C:38]([C:37]5[CH:41]=[CH:42][C:34]([C:32]#[N:33])=[N:35][CH:36]=5)=[O:39])[CH2:27][C:26]=4[N:31]=3)=[N:19][NH:20]2)=[CH:16][CH:15]=1)[CH3:5]. The catalyst class is: 3. (3) Reactant: [Cl:1][C:2]1[C:7]([C:8]#[N:9])=[CH:6][N:5]=[C:4]2[CH:10]=[CH:11][S:12][C:3]=12.[CH:13]([N-]C(C)C)(C)C.[Li+].CCCCCCC.O1CCCC1.C(C1C=CC=CC=1)C.IC. Product: [Cl:1][C:2]1[C:7]([C:8]#[N:9])=[CH:6][N:5]=[C:4]2[CH:10]=[C:11]([CH3:13])[S:12][C:3]=12. The catalyst class is: 7. (4) Reactant: [CH3:1][O:2][C:3]1[CH:8]=[CH:7][C:6]([C:9]2[N:10]=[C:11]([CH:22]3[CH2:27][CH2:26][N:25]([C:28](Cl)=[O:29])[CH2:24][CH2:23]3)[O:12][C:13]=2[C:14]2[CH:19]=[CH:18][C:17]([O:20][CH3:21])=[CH:16][CH:15]=2)=[CH:5][CH:4]=1.Cl.[CH3:32][NH:33][OH:34].C(N(CC)CC)C.Cl. Product: [CH3:1][O:2][C:3]1[CH:8]=[CH:7][C:6]([C:9]2[N:10]=[C:11]([CH:22]3[CH2:27][CH2:26][N:25]([C:28](=[O:29])[N:33]([OH:34])[CH3:32])[CH2:24][CH2:23]3)[O:12][C:13]=2[C:14]2[CH:19]=[CH:18][C:17]([O:20][CH3:21])=[CH:16][CH:15]=2)=[CH:5][CH:4]=1. The catalyst class is: 4.